From a dataset of Catalyst prediction with 721,799 reactions and 888 catalyst types from USPTO. Predict which catalyst facilitates the given reaction. (1) Reactant: Cl[C:2]1[CH:7]=[CH:6][C:5]([C:8]2[CH:13]=[CH:12][CH:11]=[C:10]([CH2:14][C:15]3[N:16]=[CH:17][NH:18][CH:19]=3)[CH:9]=2)=[CH:4][CH:3]=1.[H][H]. Product: [C:8]1([C:5]2[CH:4]=[CH:3][CH:2]=[CH:7][CH:6]=2)[CH:13]=[CH:12][CH:11]=[C:10]([CH2:14][C:15]2[N:16]=[CH:17][NH:18][CH:19]=2)[CH:9]=1. The catalyst class is: 19. (2) Reactant: C[O:2][C:3]1[CH:4]=[C:5]([C:12]2[CH:17]=[CH:16][C:15]([C:18]([F:21])([F:20])[F:19])=[CH:14][CH:13]=2)[CH:6]=[CH:7][C:8]=1[N+:9]([O-:11])=[O:10].[Cl-].[Li+].Cl. Product: [OH:2][C:3]1[CH:4]=[C:5]([C:12]2[CH:17]=[CH:16][C:15]([C:18]([F:19])([F:20])[F:21])=[CH:14][CH:13]=2)[CH:6]=[CH:7][C:8]=1[N+:9]([O-:11])=[O:10]. The catalyst class is: 35. (3) Reactant: [CH3:1][O-:2].[Na+].Cl[C:5]1[CH:12]=[CH:11][C:8]([C:9]#[N:10])=[C:7]([CH3:13])[N:6]=1. The catalyst class is: 5. Product: [CH3:1][O:2][C:5]1[CH:12]=[CH:11][C:8]([C:9]#[N:10])=[C:7]([CH3:13])[N:6]=1. (4) Reactant: [Cl:1][C:2]1[CH:3]=[CH:4][C:5]([C:19]([F:22])([F:21])[F:20])=[C:6]([C:8]2[C:9]3[C:17](=[O:18])[CH2:16][CH2:15][C:10]=3[NH:11][C:12](=[O:14])[CH:13]=2)[CH:7]=1.Br[CH2:24][C:25]([O:27][C:28]([CH3:31])([CH3:30])[CH3:29])=[O:26].C(=O)([O-])[O-].[K+].[K+]. Product: [Cl:1][C:2]1[CH:3]=[CH:4][C:5]([C:19]([F:22])([F:20])[F:21])=[C:6]([C:8]2[C:9]3[C:17](=[O:18])[CH2:16][CH2:15][C:10]=3[N:11]([CH2:24][C:25]([O:27][C:28]([CH3:31])([CH3:30])[CH3:29])=[O:26])[C:12](=[O:14])[CH:13]=2)[CH:7]=1. The catalyst class is: 9. (5) Reactant: [H-].[Na+].[C:3]([O:9][CH2:10][CH3:11])(=[O:8])[CH2:4][C:5]([CH3:7])=[O:6].[Li]CCCC.[C:17]1([NH:23][C:24]([C:26]2[C:30]([C:31]3[CH:36]=[CH:35][CH:34]=[CH:33][CH:32]=3)=[C:29]([C:37]3[CH:42]=[CH:41][C:40]([F:43])=[CH:39][CH:38]=3)[N:28]([CH2:44][CH2:45][C:46](N3CCOCC3)=[O:47])[C:27]=2[CH:54]([CH3:56])[CH3:55])=[O:25])[CH:22]=[CH:21][CH:20]=[CH:19][CH:18]=1.Cl. Product: [F:43][C:40]1[CH:39]=[CH:38][C:37]([C:29]2[N:28]([CH2:44][CH2:45][C:46](=[O:47])[CH2:7][C:5](=[O:6])[CH2:4][C:3]([O:9][CH2:10][CH3:11])=[O:8])[C:27]([CH:54]([CH3:56])[CH3:55])=[C:26]([C:24](=[O:25])[NH:23][C:17]3[CH:18]=[CH:19][CH:20]=[CH:21][CH:22]=3)[C:30]=2[C:31]2[CH:36]=[CH:35][CH:34]=[CH:33][CH:32]=2)=[CH:42][CH:41]=1. The catalyst class is: 1.